Dataset: Full USPTO retrosynthesis dataset with 1.9M reactions from patents (1976-2016). Task: Predict the reactants needed to synthesize the given product. (1) Given the product [Cl:1][C:2]1[CH:3]=[C:4]2[C:9](=[CH:10][C:11]=1[Cl:12])[CH:8]=[N:7][C:6]([N:13]=[C:27]=[S:28])=[CH:5]2.[Cl:14][C:15]1[C:24]([Cl:25])=[CH:23][CH:22]=[C:21]2[C:16]=1[CH:17]=[C:18]([N:26]=[C:27]=[S:28])[N:19]=[CH:20]2, predict the reactants needed to synthesize it. The reactants are: [Cl:1][C:2]1[CH:3]=[C:4]2[C:9](=[CH:10][C:11]=1[Cl:12])[CH:8]=[N:7][C:6]([NH2:13])=[CH:5]2.[Cl:14][C:15]1[C:24]([Cl:25])=[CH:23][CH:22]=[C:21]2[C:16]=1[CH:17]=[C:18]([NH2:26])[N:19]=[CH:20]2.[C:27](N1C=CC=CC1=O)(N1C=CC=CC1=O)=[S:28]. (2) Given the product [C:1]([C:3]1[N:4]=[CH:5][C:6]([CH:9]=[O:10])=[CH:7][CH:8]=1)#[N:2], predict the reactants needed to synthesize it. The reactants are: [C:1]([C:3]1[CH:8]=[CH:7][C:6]([CH:9]2OCC[O:10]2)=[CH:5][N:4]=1)#[N:2].Cl. (3) Given the product [CH3:10][O:9][C:7]1[CH:6]=[C:5]([CH:11]([CH3:15])[C:12]#[N:13])[CH:4]=[C:3]([O:2][CH3:1])[CH:8]=1, predict the reactants needed to synthesize it. The reactants are: [CH3:1][O:2][C:3]1[CH:4]=[C:5]([CH2:11][C:12]#[N:13])[CH:6]=[C:7]([O:9][CH3:10])[CH:8]=1.Br[C:15](Br)(C)C.CCCCCC.